From a dataset of Forward reaction prediction with 1.9M reactions from USPTO patents (1976-2016). Predict the product of the given reaction. (1) Given the reactants [C:1]([O:5][C:6]([NH:8][C@@H:9]1[CH2:11][C@H:10]1[C:12]1[S:16][CH:15]=[C:14]([C:17]([O:19]C)=[O:18])[CH:13]=1)=[O:7])([CH3:4])([CH3:3])[CH3:2].[OH-].[Na+].Cl, predict the reaction product. The product is: [C:1]([O:5][C:6]([NH:8][C@@H:9]1[CH2:11][C@H:10]1[C:12]1[S:16][CH:15]=[C:14]([C:17]([OH:19])=[O:18])[CH:13]=1)=[O:7])([CH3:4])([CH3:2])[CH3:3]. (2) Given the reactants [CH2:1]([N:4]([C@@H:17]([C:25]1[CH:30]=[CH:29][CH:28]=[CH:27][CH:26]=1)[C:18](=[O:24])[N:19]1[CH2:23][CH2:22][CH2:21][CH2:20]1)S(C1C=CC=CC=1[N+]([O-])=O)(=O)=O)[CH:2]=[CH2:3].C(=O)([O-])[O-].[K+].[K+].C1(S)C=CC=CC=1.O, predict the reaction product. The product is: [CH2:1]([NH:4][C@@H:17]([C:25]1[CH:26]=[CH:27][CH:28]=[CH:29][CH:30]=1)[C:18]([N:19]1[CH2:20][CH2:21][CH2:22][CH2:23]1)=[O:24])[CH:2]=[CH2:3]. (3) The product is: [N+:25]([C:16]1[CH:17]=[N:18][C:19]2[C:24]([C:15]=1[NH:35][CH2:34][CH2:33][C:32]([O:31][CH2:29][CH3:30])=[O:36])=[CH:23][CH:22]=[CH:21][CH:20]=2)([O-:27])=[O:26]. Given the reactants C(=O)([O-])[O-].[K+].[K+].C(N(CC)CC)C.Cl[C:15]1[C:24]2[C:19](=[CH:20][CH:21]=[CH:22][CH:23]=2)[N:18]=[CH:17][C:16]=1[N+:25]([O-:27])=[O:26].Cl.[CH2:29]([O:31][C:32](=[O:36])[CH2:33][CH2:34][NH2:35])[CH3:30], predict the reaction product. (4) Given the reactants [NH:1]1[CH2:11][CH2:10][CH:4]([C:5]([O:7][CH2:8][CH3:9])=[O:6])[CH2:3][CH2:2]1.[CH3:12][C:13]([CH3:15])=O, predict the reaction product. The product is: [CH:13]([N:1]1[CH2:2][CH2:3][CH:4]([C:5]([O:7][CH2:8][CH3:9])=[O:6])[CH2:10][CH2:11]1)([CH3:15])[CH3:12]. (5) Given the reactants Br[C:2]1[CH:3]=[N:4][C:5]([N:8]2[CH2:13][CH2:12][CH:11]([O:14][C:15]3[CH:20]=[CH:19][C:18]([CH2:21][N:22]4[CH2:27][CH2:26][N:25]([S:28]([CH3:31])(=[O:30])=[O:29])[CH2:24][CH2:23]4)=[CH:17][C:16]=3[Cl:32])[CH2:10][CH2:9]2)=[N:6][CH:7]=1.[CH3:33][N:34](C=O)C, predict the reaction product. The product is: [Cl:32][C:16]1[CH:17]=[C:18]([CH2:21][N:22]2[CH2:27][CH2:26][N:25]([S:28]([CH3:31])(=[O:30])=[O:29])[CH2:24][CH2:23]2)[CH:19]=[CH:20][C:15]=1[O:14][CH:11]1[CH2:12][CH2:13][N:8]([C:5]2[N:4]=[CH:3][C:2]([C:33]#[N:34])=[CH:7][N:6]=2)[CH2:9][CH2:10]1. (6) Given the reactants [Cl:1][C:2]1[CH:3]=[C:4]([CH:16]=[CH:17][C:18]=1[N+:19]([O-])=O)[C:5]([NH:7][CH2:8][CH2:9][N:10]1[CH2:15][CH2:14][O:13][CH2:12][CH2:11]1)=[O:6].[Cl-].[NH4+].O, predict the reaction product. The product is: [NH2:19][C:18]1[CH:17]=[CH:16][C:4]([C:5]([NH:7][CH2:8][CH2:9][N:10]2[CH2:11][CH2:12][O:13][CH2:14][CH2:15]2)=[O:6])=[CH:3][C:2]=1[Cl:1]. (7) Given the reactants [CH:1]([OH:12])=[CH:2][CH2:3][CH2:4][CH2:5][CH2:6][CH2:7][CH2:8][CH2:9][CH2:10][CH3:11].C(N(CC)CC)C.[C:20](Cl)(=[O:23])[CH:21]=[CH2:22], predict the reaction product. The product is: [C:20]([O:12][CH:1]=[CH:2][CH2:3][CH2:4][CH2:5][CH2:6][CH2:7][CH2:8][CH2:9][CH2:10][CH3:11])(=[O:23])[CH:21]=[CH2:22].